From a dataset of Forward reaction prediction with 1.9M reactions from USPTO patents (1976-2016). Predict the product of the given reaction. (1) Given the reactants [Br:1][C:2]1[CH:7]=[C:6]([N:8]2[CH2:13][CH2:12][CH2:11][CH2:10][S:9]2(=[O:15])=[O:14])[N:5]=[C:4]([C:16]([OH:18])=O)[C:3]=1[OH:19].C(Cl)CCl.C1C=CC2N(O)N=NC=2C=1.[F:34][C:35]1[CH:36]=[C:37]([CH:40]=[C:41]([F:43])[CH:42]=1)[CH2:38][NH2:39], predict the reaction product. The product is: [Br:1][C:2]1[CH:7]=[C:6]([N:8]2[CH2:13][CH2:12][CH2:11][CH2:10][S:9]2(=[O:14])=[O:15])[N:5]=[C:4]([C:16]([NH:39][CH2:38][C:37]2[CH:36]=[C:35]([F:34])[CH:42]=[C:41]([F:43])[CH:40]=2)=[O:18])[C:3]=1[OH:19]. (2) Given the reactants [F:1][C:2]1[CH:3]=[C:4]([CH2:9][C:10]([NH:12][C@H:13]([C:15]([OH:17])=O)[CH3:14])=[O:11])[CH:5]=[C:6]([F:8])[CH:7]=1.[NH2:18][C@H:19]1[C:27]2[C:22](=[CH:23][CH:24]=[CH:25][CH:26]=2)[CH2:21][C@H:20]1[OH:28], predict the reaction product. The product is: [F:8][C:6]1[CH:5]=[C:4]([CH2:9][C:10]([NH:12][C@H:13]([C:15]([C@:19]2([NH2:18])[C:27]3[C:22](=[CH:23][CH:24]=[CH:25][CH:26]=3)[CH2:21][C@H:20]2[OH:28])=[O:17])[CH3:14])=[O:11])[CH:3]=[C:2]([F:1])[CH:7]=1. (3) Given the reactants [C:1]([CH:3]([N:21]([CH3:29])[C:22]([CH:24]1[CH2:28][CH2:27][CH2:26][O:25]1)=[O:23])[C:4]1[N:5]=[C:6]([NH:9][C:10]([NH:12][CH2:13][C:14]2[CH:19]=[CH:18][CH:17]=[C:16]([F:20])[CH:15]=2)=[O:11])[S:7][CH:8]=1)#[N:2], predict the reaction product. The product is: [NH2:2][CH2:1][CH:3]([N:21]([CH3:29])[C:22]([CH:24]1[CH2:28][CH2:27][CH2:26][O:25]1)=[O:23])[C:4]1[N:5]=[C:6]([NH:9][C:10]([NH:12][CH2:13][C:14]2[CH:19]=[CH:18][CH:17]=[C:16]([F:20])[CH:15]=2)=[O:11])[S:7][CH:8]=1. (4) Given the reactants Cl[C:2]1[CH:11]=[CH:10][C:5]([C:6]([NH:8][OH:9])=[NH:7])=C[CH:3]=1.C(C1C=CC=CN=1)#[N:13].Cl.NO.C(=O)([O-])[O-].[Na+].[Na+], predict the reaction product. The product is: [OH:9][NH:8][C:6]([C:5]1[CH:10]=[CH:11][CH:2]=[CH:3][N:13]=1)=[NH:7]. (5) Given the reactants [CH3:1][O:2][C:3]1[CH:4]=[C:5]([NH:11][CH2:12][CH2:13][C:14]2[CH:19]=[CH:18][C:17]([C:20]([F:23])([F:22])[F:21])=[CH:16][CH:15]=2)[CH:6]=[CH:7][C:8]=1[O:9][CH3:10].C(OC([NH:31][CH:32]([C:36]1[CH:41]=[CH:40][CH:39]=[C:38]([F:42])[CH:37]=1)[C:33](O)=[O:34])=O)(C)(C)C, predict the reaction product. The product is: [NH2:31][CH:32]([C:36]1[CH:41]=[CH:40][CH:39]=[C:38]([F:42])[CH:37]=1)[C:33]([N:11]([C:5]1[CH:6]=[CH:7][C:8]([O:9][CH3:10])=[C:3]([O:2][CH3:1])[CH:4]=1)[CH2:12][CH2:13][C:14]1[CH:19]=[CH:18][C:17]([C:20]([F:22])([F:21])[F:23])=[CH:16][CH:15]=1)=[O:34]. (6) Given the reactants [C:1]([C:6]1[S:10][C:9]([CH2:11][CH3:12])=[C:8]([CH:13]([NH:20][C:21]2[CH:29]=[CH:28][C:24]([C:25](O)=[O:26])=[CH:23][CH:22]=2)[CH:14]2[CH2:19][CH2:18][CH2:17][CH2:16][CH2:15]2)[CH:7]=1)(=[O:5])[CH2:2][CH2:3][CH3:4].[CH3:30][NH:31][CH2:32][CH2:33][C:34]([O:36]CC)=[O:35].O.ON1C2C=CC=CC=2N=N1.Cl.C(N=C=NCCCN(C)C)C.Cl.[OH-].[Na+], predict the reaction product. The product is: [C:1]([C:6]1[S:10][C:9]([CH2:11][CH3:12])=[C:8]([CH:13]([NH:20][C:21]2[CH:29]=[CH:28][C:24]([C:25]([N:31]([CH3:30])[CH2:32][CH2:33][C:34]([OH:36])=[O:35])=[O:26])=[CH:23][CH:22]=2)[CH:14]2[CH2:19][CH2:18][CH2:17][CH2:16][CH2:15]2)[CH:7]=1)(=[O:5])[CH2:2][CH2:3][CH3:4].